Dataset: Forward reaction prediction with 1.9M reactions from USPTO patents (1976-2016). Task: Predict the product of the given reaction. (1) Given the reactants [NH:1]1[CH2:5][CH2:4][CH2:3][C:2]1=[O:6].[Br:7][C:8]1[CH:9]=[N:10][CH:11]=[C:12]([CH2:14]Cl)[CH:13]=1, predict the reaction product. The product is: [Br:7][C:8]1[CH:13]=[C:12]([CH2:14][N:1]2[CH2:5][CH2:4][CH2:3][C:2]2=[O:6])[CH:11]=[N:10][CH:9]=1. (2) Given the reactants [C:1]1(/[CH:7]=[CH:8]/[C:9]2[NH:10][CH:11]=[C:12]([O:16][CH:17]3[CH2:22][CH2:21][CH2:20][CH2:19][O:18]3)[C:13](=[O:15])[N:14]=2)[CH:6]=[CH:5][CH:4]=[CH:3][CH:2]=1.N1C=CC=CC=1.[S:29](O[S:29]([C:32]([F:35])([F:34])[F:33])(=[O:31])=[O:30])([C:32]([F:35])([F:34])[F:33])(=[O:31])=[O:30].O, predict the reaction product. The product is: [F:33][C:32]([F:35])([F:34])[S:29]([O:15][C:13]1[C:12]([O:16][CH:17]2[CH2:22][CH2:21][CH2:20][CH2:19][O:18]2)=[CH:11][N:10]=[C:9](/[CH:8]=[CH:7]/[C:1]2[CH:6]=[CH:5][CH:4]=[CH:3][CH:2]=2)[N:14]=1)(=[O:31])=[O:30]. (3) Given the reactants [NH2:1][C:2]1[CH:3]=[C:4]([CH:17]=[C:18]([N:20]([S:24]([CH3:27])(=[O:26])=[O:25])[CH2:21][CH2:22][CH3:23])[CH:19]=1)[C:5]([NH:7][C@@H:8]([C:10]1[CH:15]=[CH:14][C:13]([F:16])=[CH:12][CH:11]=1)[CH3:9])=[O:6].O.N([O-])=O.[Na+].[N-:33]=[N+:34]=[N-].[Na+], predict the reaction product. The product is: [N:1]([C:2]1[CH:3]=[C:4]([CH:17]=[C:18]([N:20]([S:24]([CH3:27])(=[O:26])=[O:25])[CH2:21][CH2:22][CH3:23])[CH:19]=1)[C:5]([NH:7][C@@H:8]([C:10]1[CH:15]=[CH:14][C:13]([F:16])=[CH:12][CH:11]=1)[CH3:9])=[O:6])=[N+:33]=[N-:34]. (4) Given the reactants [C:1]([NH:8][C@@H:9]([C:14]([OH:16])=O)[C:10]([CH3:13])([CH3:12])[CH3:11])([O:3][C:4]([CH3:7])([CH3:6])[CH3:5])=[O:2].[OH:17][C:18]1([C:24]2[CH:29]=[CH:28][CH:27]=[CH:26][CH:25]=2)[CH2:23][CH2:22][NH:21][CH2:20][CH2:19]1.C1C=CC2N(O)N=NC=2C=1.C(Cl)CCl.C(N(CC)C(C)C)(C)C, predict the reaction product. The product is: [C:4]([O:3][C:1](=[O:2])[NH:8][C@@H:9]([C:14]([N:21]1[CH2:22][CH2:23][C:18]([OH:17])([C:24]2[CH:25]=[CH:26][CH:27]=[CH:28][CH:29]=2)[CH2:19][CH2:20]1)=[O:16])[C:10]([CH3:11])([CH3:12])[CH3:13])([CH3:5])([CH3:6])[CH3:7]. (5) Given the reactants [C:1]([O:5][C:6]([C@H:8]1[CH2:11][C@@H:10]([C:12]([OH:14])=[O:13])[C:9]1([CH3:16])[CH3:15])=[O:7])([CH3:4])([CH3:3])[CH3:2].[CH:17]1[CH:22]=[CH:21][C:20]([CH2:23]Br)=[CH:19][CH:18]=1, predict the reaction product. The product is: [CH3:15][C:9]1([CH3:16])[C@@H:8]([C:6]([O:5][C:1]([CH3:4])([CH3:2])[CH3:3])=[O:7])[CH2:11][C@H:10]1[C:12]([O:14][CH2:23][C:20]1[CH:21]=[CH:22][CH:17]=[CH:18][CH:19]=1)=[O:13].